This data is from Full USPTO retrosynthesis dataset with 1.9M reactions from patents (1976-2016). The task is: Predict the reactants needed to synthesize the given product. The reactants are: [F:1][C:2]1[CH:3]=[CH:4][C:5]([O:27][CH3:28])=[C:6]([C:8]2[CH:13]=[CH:12][N:11]=[C:10]3[NH:14][C:15]([CH:17]4[CH2:22][CH2:21][N:20]([CH2:23][C:24](O)=[O:25])[CH2:19][CH2:18]4)=[CH:16][C:9]=23)[CH:7]=1.C(N(C(C)C)C(C)C)C.C(N1C=CN=C1)(N1C=CN=C1)=O.[CH3:50][CH:51]([S:53]([NH2:56])(=[O:55])=[O:54])[CH3:52].N12CCCN=C1CCCCC2. Given the product [F:1][C:2]1[CH:3]=[CH:4][C:5]([O:27][CH3:28])=[C:6]([C:8]2[CH:13]=[CH:12][N:11]=[C:10]3[NH:14][C:15]([CH:17]4[CH2:22][CH2:21][N:20]([CH2:23][C:24]([NH:56][S:53]([CH:51]([CH3:52])[CH3:50])(=[O:55])=[O:54])=[O:25])[CH2:19][CH2:18]4)=[CH:16][C:9]=23)[CH:7]=1, predict the reactants needed to synthesize it.